Predict the product of the given reaction. From a dataset of Forward reaction prediction with 1.9M reactions from USPTO patents (1976-2016). (1) Given the reactants CCN(C(C)C)C(C)C.[C:10]1([N:16]2[CH:20]=[C:19]([C:21]([NH:23][CH2:24][C:25]([OH:27])=O)=[O:22])[N:18]=[CH:17]2)[CH:15]=[CH:14][CH:13]=[CH:12][CH:11]=1.C1(N2C=C(C(O)=O)N=C2)C=CC=CC=1.C1C=CC2N(O)N=NC=2C=1.CCN=C=NCCCN(C)C.Cl.[CH3:64][C:65]1[CH:72]=[CH:71][C:68]([C:69]#[N:70])=[CH:67][C:66]=1[O:73][CH:74]1[CH2:79][CH2:78][NH:77][CH2:76][CH2:75]1.Cl.ClC1C=CC=CC=1OC1CCNCC1, predict the reaction product. The product is: [C:69]([C:68]1[CH:71]=[CH:72][C:65]([CH3:64])=[C:66]([CH:67]=1)[O:73][CH:74]1[CH2:75][CH2:76][N:77]([C:25](=[O:27])[CH2:24][NH:23][C:21]([C:19]2[N:18]=[CH:17][N:16]([C:10]3[CH:11]=[CH:12][CH:13]=[CH:14][CH:15]=3)[CH:20]=2)=[O:22])[CH2:78][CH2:79]1)#[N:70]. (2) Given the reactants [OH:1][CH:2]1[CH2:7][CH2:6][N:5]([C:8]([O:10][C:11]([CH3:14])([CH3:13])[CH3:12])=[O:9])[CH2:4][CH2:3]1.[H-].[Na+].F[C:18]1[CH:19]=[C:20]([CH:23]=[CH:24][CH:25]=1)[C:21]#[N:22], predict the reaction product. The product is: [C:21]([C:20]1[CH:19]=[C:18]([O:1][CH:2]2[CH2:3][CH2:4][N:5]([C:8]([O:10][C:11]([CH3:14])([CH3:13])[CH3:12])=[O:9])[CH2:6][CH2:7]2)[CH:25]=[CH:24][CH:23]=1)#[N:22]. (3) Given the reactants [Cl:1][C:2]1[CH:3]=[C:4]([NH:8][CH2:9][C:10]2[C:19]3[C:14](=[C:15]([F:20])[CH:16]=[CH:17][CH:18]=3)[NH:13][C:12](=[O:21])[CH:11]=2)[CH:5]=[CH:6][CH:7]=1.[CH3:22][O:23][C:24]1[CH:32]=[CH:31][C:27]([C:28](Cl)=[O:29])=[CH:26][CH:25]=1, predict the reaction product. The product is: [Cl:1][C:2]1[CH:3]=[C:4]([N:8]([CH2:9][C:10]2[C:19]3[C:14](=[C:15]([F:20])[CH:16]=[CH:17][CH:18]=3)[NH:13][C:12](=[O:21])[CH:11]=2)[C:28](=[O:29])[C:27]2[CH:31]=[CH:32][C:24]([O:23][CH3:22])=[CH:25][CH:26]=2)[CH:5]=[CH:6][CH:7]=1. (4) Given the reactants [NH:1]1[C:9]2[C:4](=[CH:5][C:6]([O:10][C:11]3[C:12]4[CH2:20][CH2:19][N:18]([C:21]([O:23][C:24]([CH3:27])([CH3:26])[CH3:25])=[O:22])[CH2:17][C:13]=4[N:14]=[CH:15][N:16]=3)=[CH:7][CH:8]=2)[CH:3]=[CH:2]1.[H-].[Na+].[C:30](Cl)(=[O:41])[O:31][C:32]1[CH:37]=[CH:36][C:35]([N+:38]([O-:40])=[O:39])=[CH:34][CH:33]=1, predict the reaction product. The product is: [N+:38]([C:35]1[CH:36]=[CH:37][C:32]([O:31][C:30]([N:1]2[C:9]3[C:4](=[CH:5][C:6]([O:10][C:11]4[C:12]5[CH2:20][CH2:19][N:18]([C:21]([O:23][C:24]([CH3:27])([CH3:26])[CH3:25])=[O:22])[CH2:17][C:13]=5[N:14]=[CH:15][N:16]=4)=[CH:7][CH:8]=3)[CH:3]=[CH:2]2)=[O:41])=[CH:33][CH:34]=1)([O-:40])=[O:39]. (5) Given the reactants [C:1]([NH:4][C:5]1[CH:9]=[C:8]([C:10]2[CH:15]=[CH:14][C:13]([CH3:16])=[CH:12][CH:11]=2)S[C:6]=1[C:17]([O:19][CH3:20])=[O:18])(=[O:3])[CH3:2], predict the reaction product. The product is: [CH3:20][O:19][C:17](=[O:18])[CH2:6][CH:5]([CH2:9][CH2:8][C:10]1[CH:11]=[CH:12][C:13]([CH3:16])=[CH:14][CH:15]=1)[NH:4][C:1](=[O:3])[CH3:2]. (6) Given the reactants ClC1C=CC(C(O[NH:9][C:10](=[O:16])[O:11][C:12]([CH3:15])([CH3:14])[CH3:13])=O)=CC=1.[C:19]([C:22]1[CH:29]=[C:28]([Cl:30])[C:25]([C:26]#[N:27])=[C:24]([CH:31]=[CH2:32])[C:23]=1[O:33][CH2:34][CH3:35])(=[O:21])[CH3:20].C(=O)([O-:38])N, predict the reaction product. The product is: [C:19]([C:22]1[C:23]([O:33][CH2:34][CH3:35])=[C:24]([CH:31]([OH:38])[CH2:32][NH:9][C:10](=[O:16])[O:11][C:12]([CH3:15])([CH3:14])[CH3:13])[C:25]([C:26]#[N:27])=[C:28]([Cl:30])[CH:29]=1)(=[O:21])[CH3:20]. (7) Given the reactants Br[C:2]1[N:7]=[N:6][C:5]([NH2:8])=[N:4][C:3]=1[C:9]1[CH:14]=[CH:13][CH:12]=[CH:11][CH:10]=1.[F:15][C:16]1[CH:17]=[C:18](B(O)O)[CH:19]=[C:20]([O:22][CH3:23])[CH:21]=1, predict the reaction product. The product is: [F:15][C:16]1[CH:17]=[C:18]([C:2]2[N:7]=[N:6][C:5]([NH2:8])=[N:4][C:3]=2[C:9]2[CH:14]=[CH:13][CH:12]=[CH:11][CH:10]=2)[CH:19]=[C:20]([O:22][CH3:23])[CH:21]=1.